Dataset: Catalyst prediction with 721,799 reactions and 888 catalyst types from USPTO. Task: Predict which catalyst facilitates the given reaction. (1) Reactant: [OH-].[Li+].[C:3]([O:7][C:8]([NH:10][CH2:11][C@H:12]([N:17]1[CH2:22][CH2:21][N:20]([C:23](=[O:27])[CH:24]([CH3:26])[CH3:25])[CH2:19][CH2:18]1)[C:13]([O:15]C)=[O:14])=[O:9])([CH3:6])([CH3:5])[CH3:4].C(O)(=O)C. Product: [C:3]([O:7][C:8]([NH:10][CH2:11][C@H:12]([N:17]1[CH2:22][CH2:21][N:20]([C:23](=[O:27])[CH:24]([CH3:25])[CH3:26])[CH2:19][CH2:18]1)[C:13]([OH:15])=[O:14])=[O:9])([CH3:6])([CH3:5])[CH3:4]. The catalyst class is: 30. (2) Reactant: [F:1][CH:2]([F:5])[CH2:3][OH:4].[H-].[Na+].Br[C:9]1[CH:14]=[CH:13][C:12]([Br:15])=[CH:11][N:10]=1. Product: [Br:15][C:12]1[CH:13]=[CH:14][C:9]([O:4][CH2:3][CH:2]([F:5])[F:1])=[N:10][CH:11]=1. The catalyst class is: 35. (3) Reactant: [O:1]=[C:2]1[CH2:6][CH2:5][S:4][CH:3]1[CH2:7][C:8]1[CH:13]=[CH:12][C:11]([CH:14]([CH3:18])[C:15]([OH:17])=[O:16])=[CH:10][CH:9]=1.Cl.C([BH3-])#N.[Na+]. Product: [OH:1][CH:2]1[CH2:6][CH2:5][S:4][CH:3]1[CH2:7][C:8]1[CH:13]=[CH:12][C:11]([CH:14]([CH3:18])[C:15]([OH:17])=[O:16])=[CH:10][CH:9]=1. The catalyst class is: 5. (4) Reactant: C[O:2][C:3]([C:5]12[CH2:23][CH:22]1[CH2:21][CH2:20][CH2:19][CH2:18][CH2:17][CH2:16][CH2:15][CH:14]([NH:24][C:25]([O:27][C:28]([CH3:31])([CH3:30])[CH3:29])=[O:26])[C:13](=[O:32])[N:12]1[CH:8]([CH2:9][CH:10]([O:33][C:34]([N:36]3[CH2:44][C:43]4[C:38](=[CH:39][CH:40]=[CH:41][C:42]=4[F:45])[CH2:37]3)=[O:35])[CH2:11]1)[C:7](=[O:46])[NH:6]2)=[O:4].C1COCC1.CO.[OH-].[Li+]. Product: [C:28]([O:27][C:25]([NH:24][CH:14]1[C:13](=[O:32])[N:12]2[CH:8]([CH2:9][CH:10]([O:33][C:34]([N:36]3[CH2:44][C:43]4[C:38](=[CH:39][CH:40]=[CH:41][C:42]=4[F:45])[CH2:37]3)=[O:35])[CH2:11]2)[C:7](=[O:46])[NH:6][C:5]2([C:3]([OH:4])=[O:2])[CH:22]([CH2:23]2)[CH2:21][CH2:20][CH2:19][CH2:18][CH2:17][CH2:16][CH2:15]1)=[O:26])([CH3:31])([CH3:29])[CH3:30]. The catalyst class is: 161. (5) Reactant: [Cl:1][C:2]1[CH:7]=[CH:6][CH:5]=[C:4]([Cl:8])[C:3]=1[C:9]#[C:10][Si](C)(C)C.C(=O)([O-])[O-].[K+].[K+]. Product: [Cl:1][C:2]1[CH:7]=[CH:6][CH:5]=[C:4]([Cl:8])[C:3]=1[C:9]#[CH:10]. The catalyst class is: 100. (6) The catalyst class is: 5. Product: [C:7]([O:11][C:12]([NH:14][C@@:15]1([C:50]([O:52][C:53]([CH3:56])([CH3:55])[CH3:54])=[O:51])[C@H:20]([O:21][CH2:22][C:23]2[CH:28]=[CH:27][C:26]([Cl:29])=[C:25]([Cl:30])[CH:24]=2)[C@@H:19]([OH:31])[C@@H:18]2[C@H:16]1[C@H:17]2[C:43]([O:45][C:46]([CH3:48])([CH3:47])[CH3:49])=[O:44])=[O:13])([CH3:10])([CH3:8])[CH3:9]. Reactant: C(=O)([O-])[O-].[K+].[K+].[C:7]([O:11][C:12]([NH:14][C@@:15]1([C:50]([O:52][C:53]([CH3:56])([CH3:55])[CH3:54])=[O:51])[C@H:20]([O:21][CH2:22][C:23]2[CH:28]=[CH:27][C:26]([Cl:29])=[C:25]([Cl:30])[CH:24]=2)[C@@H:19]([O:31]C(C2C=CC([N+]([O-])=O)=CC=2)=O)[C@@H:18]2[C@H:16]1[C@H:17]2[C:43]([O:45][C:46]([CH3:49])([CH3:48])[CH3:47])=[O:44])=[O:13])([CH3:10])([CH3:9])[CH3:8]. (7) Reactant: C(N(CC)C(C)C)(C)C.[Br:10][C:11]1[CH:16]=[CH:15][C:14]([C:17]2[N:22]=[C:21]3[N:23]=[C:24]([S:26]([CH3:29])(=[O:28])=[O:27])[NH:25][C:20]3=[CH:19][C:18]=2[Cl:30])=[CH:13][CH:12]=1.[CH3:31][Si:32]([CH2:35][CH2:36][O:37][CH2:38]Cl)([CH3:34])[CH3:33].CCOC(C)=O.CCCCCC. Product: [Br:10][C:11]1[CH:16]=[CH:15][C:14]([C:17]2[N:22]=[C:21]3[N:23]=[C:24]([S:26]([CH3:29])(=[O:28])=[O:27])[N:25]([CH2:38][O:37][CH2:36][CH2:35][Si:32]([CH3:34])([CH3:33])[CH3:31])[C:20]3=[CH:19][C:18]=2[Cl:30])=[CH:13][CH:12]=1. The catalyst class is: 1. (8) Reactant: [OH-].[Na+].[O:3]=[C:4]([CH3:22])[CH2:5][CH2:6][C@H:7]1[C@H:19]2[C@@H:11]([C@@H:12]3[C@@H:16]([CH2:17][CH2:18]2)[CH2:15][C:14](=[O:20])[CH2:13]3)[CH2:10][CH2:9][C:8]1=O.Cl. Product: [C:14]1(=[O:20])[CH2:13][C@H:12]2[C@@H:11]([CH2:10][CH2:9][C@H:8]3[C@H:7]4[C:19](=[CH:22][C:4](=[O:3])[CH2:5][CH2:6]4)[CH2:18][CH2:17][C@@H:16]32)[CH2:15]1. The catalyst class is: 5. (9) Reactant: [CH3:1][S:2]([OH:5])(=[O:4])=[O:3].[Si]([O:13][CH2:14][CH2:15][CH2:16][N:17]([C:40]#[N:41])[C:18]1[CH:23]=[CH:22][C:21]([N:24]2[CH2:28][C@H:27]([CH2:29][NH:30][C:31]([C:33]3[S:34][C:35]([Cl:38])=[CH:36][CH:37]=3)=[O:32])[O:26][C:25]2=[O:39])=[CH:20][CH:19]=1)(C(C)(C)C)(C)C. Product: [CH3:1][S:2]([OH:5])(=[O:4])=[O:3].[Cl:38][C:35]1[S:34][C:33]([C:31]([NH:30][CH2:29][C@@H:27]2[O:26][C:25](=[O:39])[N:24]([C:21]3[CH:22]=[CH:23][C:18]([N:17]4[CH2:16][CH2:15][CH2:14][O:13][C:40]4=[NH:41])=[CH:19][CH:20]=3)[CH2:28]2)=[O:32])=[CH:37][CH:36]=1. The catalyst class is: 10. (10) Reactant: [CH3:1][O:2][CH:3]([O:8][CH3:9])[CH2:4][CH2:5][CH2:6][NH2:7].C(N(CC)CC)C.C(=O)([O-])[O-].[K+].[K+].[Br:23][C:24]1[CH:33]=[C:32]2[C:27]([C:28](Cl)=[C:29]([N+:34]([O-:36])=[O:35])[CH:30]=[N:31]2)=[CH:26][CH:25]=1. Product: [Br:23][C:24]1[CH:33]=[C:32]2[C:27]([CH:28]=[C:29]([N+:34]([O-:36])=[O:35])[C:30]([NH:7][CH2:6][CH2:5][CH2:4][CH:3]([O:8][CH3:9])[O:2][CH3:1])=[N:31]2)=[CH:26][CH:25]=1. The catalyst class is: 146.